Dataset: Reaction yield outcomes from USPTO patents with 853,638 reactions. Task: Predict the reaction yield, written as a fraction of the theoretical maximum amount of product (1.0 means a 100% yield; for example, 0.34 means a 34% yield). (1) The reactants are C(OC([N:8]1[CH:13]2[CH2:14][CH2:15][CH:9]1[CH2:10][C:11]([C:17]1[C:25]3[C:20](=[CH:21][CH:22]=[CH:23][CH:24]=3)[N:19]([Si](C(C)(C)C)(C)C)[CH:18]=1)(O)[CH2:12]2)=O)(C)(C)C.C(O)(C(F)(F)F)=O.C([O-])(O)=O.[Na+]. The catalyst is C(Cl)Cl. The product is [CH:9]12[NH:8][CH:13]([CH2:14][CH2:15]1)[CH2:12][C:11]([C:17]1[C:25]3[C:20](=[CH:21][CH:22]=[CH:23][CH:24]=3)[NH:19][CH:18]=1)=[CH:10]2. The yield is 0.820. (2) The product is [CH2:1]([C@H:8]1[CH2:9][N:10]([C:14]2[CH:19]=[CH:18][C:17]([O:20][CH3:21])=[C:16]([O:22][CH:23]3[CH2:27][CH2:26][CH2:25][CH2:24]3)[CH:15]=2)[CH2:11][CH2:12][N:13]1[C:35](=[O:36])[CH2:34][C:31]1[N:30]=[C:29]([CH3:28])[NH:33][N:32]=1)[C:2]1[CH:3]=[CH:4][CH:5]=[CH:6][CH:7]=1. The yield is 0.650. The reactants are [CH2:1]([C@@H:8]1[NH:13][CH2:12][CH2:11][N:10]([C:14]2[CH:19]=[CH:18][C:17]([O:20][CH3:21])=[C:16]([O:22][CH:23]3[CH2:27][CH2:26][CH2:25][CH2:24]3)[CH:15]=2)[CH2:9]1)[C:2]1[CH:7]=[CH:6][CH:5]=[CH:4][CH:3]=1.[CH3:28][C:29]1[NH:33][N:32]=[C:31]([CH2:34][C:35](O)=[O:36])[N:30]=1.C(N(C(C)C)CC)(C)C.CN(C(ON1N=NC2C=CC=NC1=2)=[N+](C)C)C.F[P-](F)(F)(F)(F)F. The catalyst is C(Cl)Cl.CN(C=O)C. (3) The reactants are Br[C:2]1[CH:3]=[C:4]2[C:11]3([N:15]=[C:14]([NH2:16])[C:13]([CH3:17])=[N:12]3)[CH2:10][CH2:9][O:8][C:5]2=[CH:6][CH:7]=1.O[C@H]1C[NH:22][C@H](C(O)=O)C1.C([O-])([O-])=O.[K+].[K+].N. The catalyst is CS(C)=O.O.[Cu]I. The product is [CH3:17][C:13]1[C:14]([NH2:16])=[N:15][C:11]2([C:4]3[C:5](=[CH:6][CH:7]=[C:2]([NH2:22])[CH:3]=3)[O:8][CH2:9][CH2:10]2)[N:12]=1. The yield is 0.650.